From a dataset of Catalyst prediction with 721,799 reactions and 888 catalyst types from USPTO. Predict which catalyst facilitates the given reaction. (1) Reactant: [N:1]([CH2:4][CH2:5][OH:6])=[N+:2]=[N-:3].[H-].[Na+].[Cl:9][C:10]1[CH:15]=[CH:14][C:13]([CH:16]([C:40]2[CH:45]=[CH:44][C:43]([Cl:46])=[CH:42][CH:41]=2)[C:17]2[CH:18]=[C:19]3[C:24](=[CH:25][CH:26]=2)[N:23]=[C:22](Cl)[N:21]=[C:20]3[NH:28][CH2:29][C:30]2[CH:35]=[CH:34][C:33]([C:36]([F:39])([F:38])[F:37])=[CH:32][CH:31]=2)=[CH:12][CH:11]=1. Product: [N:1]([CH2:4][CH2:5][O:6][C:22]1[N:21]=[C:20]([NH:28][CH2:29][C:30]2[CH:31]=[CH:32][C:33]([C:36]([F:37])([F:38])[F:39])=[CH:34][CH:35]=2)[C:19]2[C:24](=[CH:25][CH:26]=[C:17]([CH:16]([C:13]3[CH:12]=[CH:11][C:10]([Cl:9])=[CH:15][CH:14]=3)[C:40]3[CH:45]=[CH:44][C:43]([Cl:46])=[CH:42][CH:41]=3)[CH:18]=2)[N:23]=1)=[N+:2]=[N-:3]. The catalyst class is: 7. (2) Reactant: [N+:1]([C:4]1[CH:9]=[CH:8][C:7]([CH2:10][C:11](=[S:13])[NH2:12])=[CH:6][CH:5]=1)([O-:3])=[O:2].Cl[CH:15]1[CH2:20][CH2:19][CH2:18][CH2:17][C:16]1=O. Product: [N+:1]([C:4]1[CH:5]=[CH:6][C:7]([CH2:10][C:11]2[S:13][C:15]3[CH2:20][CH2:19][CH2:18][CH2:17][C:16]=3[N:12]=2)=[CH:8][CH:9]=1)([O-:3])=[O:2]. The catalyst class is: 107. (3) Reactant: C(OC([N:8]([CH2:18][C@H:19]1[CH2:28][CH2:27][C:26]2[C:21](=[CH:22][CH:23]=[C:24]([S:29][C:30]3[CH:31]=[C:32]([CH:36]=[CH:37][CH:38]=3)[C:33]([OH:35])=[O:34])[CH:25]=2)[O:20]1)[CH2:9][C@H:10]([OH:17])[C:11]1[CH:12]=[N:13][CH:14]=[CH:15][CH:16]=1)=O)(C)(C)C.Cl.C(O)(C(F)(F)F)=O. Product: [OH:17][C@H:10]([C:11]1[CH:12]=[N:13][CH:14]=[CH:15][CH:16]=1)[CH2:9][NH:8][CH2:18][C@H:19]1[CH2:28][CH2:27][C:26]2[C:21](=[CH:22][CH:23]=[C:24]([S:29][C:30]3[CH:31]=[C:32]([CH:36]=[CH:37][CH:38]=3)[C:33]([OH:35])=[O:34])[CH:25]=2)[O:20]1. The catalyst class is: 12. (4) Reactant: [Br:1][C:2]1[CH:7]=[CH:6][C:5]([C:8]([CH3:23])([CH3:22])[C:9]([CH:11]([C:17]([O:19][CH2:20][CH3:21])=[O:18])[C:12](OCC)=[O:13])=[O:10])=[CH:4][CH:3]=1. Product: [Br:1][C:2]1[CH:7]=[C:6]2[C:5](=[CH:4][CH:3]=1)[C:8]([CH3:22])([CH3:23])[C:9](=[O:10])[C:11]([C:17]([O:19][CH2:20][CH3:21])=[O:18])=[C:12]2[OH:13]. The catalyst class is: 82. (5) Reactant: [Cl:1][C:2]1[C:7]([F:8])=[C:6]([NH2:9])[CH:5]=[CH:4][N:3]=1.[Cl:10][C:11]1[CH:19]=[C:18]([I:20])[CH:17]=[C:16]([Cl:21])[C:12]=1[C:13](Cl)=[O:14].C(N(CC)CC)C. Product: [Cl:10][C:11]1[CH:19]=[C:18]([I:20])[CH:17]=[C:16]([Cl:21])[C:12]=1[C:13]([NH:9][C:6]1[CH:5]=[CH:4][N:3]=[C:2]([Cl:1])[C:7]=1[F:8])=[O:14]. The catalyst class is: 12. (6) The catalyst class is: 14. Product: [CH3:1][O:2][C:3]1[CH:4]=[C:5]([CH:8]=[CH:9][C:10]=1[O:11][CH2:12][CH2:13][N:14]1[CH2:18][CH2:17][NH:16][C:15]1=[O:19])[CH:6]=[N:20][OH:21]. Reactant: [CH3:1][O:2][C:3]1[CH:4]=[C:5]([CH:8]=[CH:9][C:10]=1[O:11][CH2:12][CH2:13][N:14]1[CH2:18][CH2:17][NH:16][C:15]1=[O:19])[CH:6]=O.[NH2:20][OH:21]. (7) Product: [Br:1][C:2]1[C:10]2[N:9]3[C:11]([CH3:24])=[N:12][C:13]([C:14]4[CH:15]=[CH:16][C:17]([C:20]([OH:23])([CH3:21])[CH3:22])=[CH:18][CH:19]=4)=[C:8]3[CH:7]=[N:6][C:5]=2[NH:4][CH:3]=1. Reactant: [Br:1][C:2]1[C:10]2[N:9]3[C:11]([CH3:24])=[N:12][C:13]([C:14]4[CH:19]=[CH:18][C:17]([C:20]([OH:23])([CH3:22])[CH3:21])=[CH:16][CH:15]=4)=[C:8]3[CH:7]=[N:6][C:5]=2[N:4]([Si](C(C)C)(C(C)C)C(C)C)[CH:3]=1.CCCC[N+](CCCC)(CCCC)CCCC.[F-]. The catalyst class is: 1. (8) Reactant: [CH3:1][O:2][C:3]1[CH:8]=[CH:7][CH:6]=[CH:5][C:4]=1[O:9][CH3:10].[C:11]([O:14][CH:15](OC(=O)C)[C:16]([CH3:18])=[CH2:17])(=[O:13])[CH3:12]. Product: [C:11]([O:14][CH:15]=[C:16]([CH3:18])[CH2:17][C:6]1[CH:7]=[CH:8][C:3]([O:2][CH3:1])=[C:4]([O:9][CH3:10])[CH:5]=1)(=[O:13])[CH3:12]. The catalyst class is: 530.